This data is from Peptide-MHC class II binding affinity with 134,281 pairs from IEDB. The task is: Regression. Given a peptide amino acid sequence and an MHC pseudo amino acid sequence, predict their binding affinity value. This is MHC class II binding data. (1) The peptide sequence is PFAATHNPWASQRF. The MHC is DRB1_0301 with pseudo-sequence DRB1_0301. The binding affinity (normalized) is 0. (2) The peptide sequence is KPTGAGPKDNGGACG. The MHC is DRB5_0101 with pseudo-sequence DRB5_0101. The binding affinity (normalized) is 0.